This data is from Full USPTO retrosynthesis dataset with 1.9M reactions from patents (1976-2016). The task is: Predict the reactants needed to synthesize the given product. (1) Given the product [C:1]([O:5][C:6](=[O:35])[NH:7][C:8]1[S:9][C:10]([CH2:14][C:16]2[C:24]3[C:19](=[N:20][CH:21]=[C:22]([Cl:25])[CH:23]=3)[N:18]([S:26]([C:29]3[CH:34]=[CH:33][CH:32]=[CH:31][CH:30]=3)(=[O:27])=[O:28])[CH:17]=2)=[C:11]([Cl:13])[N:12]=1)([CH3:4])([CH3:2])[CH3:3], predict the reactants needed to synthesize it. The reactants are: [C:1]([O:5][C:6](=[O:35])[NH:7][C:8]1[S:9][C:10]([CH:14]([C:16]2[C:24]3[C:19](=[N:20][CH:21]=[C:22]([Cl:25])[CH:23]=3)[N:18]([S:26]([C:29]3[CH:34]=[CH:33][CH:32]=[CH:31][CH:30]=3)(=[O:28])=[O:27])[CH:17]=2)O)=[C:11]([Cl:13])[N:12]=1)([CH3:4])([CH3:3])[CH3:2].C([SiH](CC)CC)C.FC(F)(F)C(O)=O. (2) Given the product [C:1]([O:5][C:6]([N:8]1[C:13](=[O:21])[CH2:12][CH2:11][CH2:10][C@H:9]1[C:14]([O:16][C:17]([CH3:20])([CH3:19])[CH3:18])=[O:15])=[O:7])([CH3:4])([CH3:3])[CH3:2], predict the reactants needed to synthesize it. The reactants are: [C:1]([O:5][C:6]([N:8]1[CH2:13][CH2:12][CH2:11][CH2:10][C@H:9]1[C:14]([O:16][C:17]([CH3:20])([CH3:19])[CH3:18])=[O:15])=[O:7])([CH3:4])([CH3:3])[CH3:2].[OH2:21]. (3) Given the product [CH3:1][C@@H:2]1[O:7][C@@H:6]([O:8][C@@H:9]2[C:14]3=[C:15]([OH:32])[C:16]4[C:28](=[O:29])[C:27]5[C:22](=[CH:23][CH:24]=[CH:25][C:26]=5[O:30][CH3:31])[C:20](=[O:21])[C:17]=4[C:18]([OH:19])=[C:13]3[CH2:12][C@@:11]([OH:37])([C:33]([CH2:35][OH:36])=[O:34])[CH2:10]2)[CH2:5][C@H:4]([NH2:38])[C@@H:3]1[OH:39], predict the reactants needed to synthesize it. The reactants are: [CH3:1][C@@H:2]1[O:7][C@@H:6]([O:8][C@@H:9]2[C:14]3=[C:15]([OH:32])[C:16]4[C:28](=[O:29])[C:27]5[C:22](=[CH:23][CH:24]=[CH:25][C:26]=5[O:30][CH3:31])[C:20](=[O:21])[C:17]=4[C:18]([OH:19])=[C:13]3[CH2:12][C@@:11]([OH:37])([C:33]([CH2:35][OH:36])=[O:34])[CH2:10]2)[CH2:5][C@H:4]([NH2:38])[C@@H:3]1[OH:39].Cl.[Na].N[C@H](C(O)=O)CS(=O)(O)=O.